The task is: Predict the reaction yield, written as a fraction of the theoretical maximum amount of product (1.0 means a 100% yield; for example, 0.34 means a 34% yield).. This data is from Reaction yield outcomes from USPTO patents with 853,638 reactions. The reactants are [CH2:1]1[C:6]2[NH:7][C:8]3[C:13]([C:5]=2[CH2:4][CH2:3][N:2]1[CH2:14][CH2:15][CH2:16][N:17]1[CH2:22][CH2:21][N:20](C(OC(C)(C)C)=O)[CH2:19][CH2:18]1)=[CH:12][CH:11]=[CH:10][CH:9]=3.[ClH:30]. The catalyst is CO. The product is [ClH:30].[ClH:30].[ClH:30].[CH2:1]1[C:6]2[NH:7][C:8]3[C:13]([C:5]=2[CH2:4][CH2:3][N:2]1[CH2:14][CH2:15][CH2:16][N:17]1[CH2:18][CH2:19][NH:20][CH2:21][CH2:22]1)=[CH:12][CH:11]=[CH:10][CH:9]=3. The yield is 0.980.